From a dataset of Full USPTO retrosynthesis dataset with 1.9M reactions from patents (1976-2016). Predict the reactants needed to synthesize the given product. The reactants are: [NH2:1][CH2:2][C:3]([CH3:40])([CH3:39])[CH2:4][NH:5][C:6](=[O:38])[C:7]1[CH:12]=[CH:11][C:10]([NH:13][C:14]2[N:19]=[C:18]([NH:20][C:21]3([C:24]4[CH:29]=[CH:28][C:27]([Cl:30])=[CH:26][CH:25]=4)[CH2:23][CH2:22]3)[N:17]=[C:16]([O:31][CH2:32][C:33]([F:36])([F:35])[F:34])[N:15]=2)=[C:9]([F:37])[CH:8]=1.[CH3:41][N:42]([CH3:48])[C:43](=[O:47])[C:44](O)=[O:45].F[B-](F)(F)F.N1(OC(N(C)C)=[N+](C)C)C2C=CC=CC=2N=N1.CCN(C(C)C)C(C)C. Given the product [Cl:30][C:27]1[CH:28]=[CH:29][C:24]([C:21]2([NH:20][C:18]3[N:17]=[C:16]([O:31][CH2:32][C:33]([F:35])([F:36])[F:34])[N:15]=[C:14]([NH:13][C:10]4[CH:11]=[CH:12][C:7]([C:6]([NH:5][CH2:4][C:3]([CH3:40])([CH3:39])[CH2:2][NH:1][C:44](=[O:45])[C:43]([N:42]([CH3:48])[CH3:41])=[O:47])=[O:38])=[CH:8][C:9]=4[F:37])[N:19]=3)[CH2:23][CH2:22]2)=[CH:25][CH:26]=1, predict the reactants needed to synthesize it.